From a dataset of Peptide-MHC class I binding affinity with 185,985 pairs from IEDB/IMGT. Regression. Given a peptide amino acid sequence and an MHC pseudo amino acid sequence, predict their binding affinity value. This is MHC class I binding data. (1) The peptide sequence is KGNDMPGGY. The MHC is HLA-A23:01 with pseudo-sequence HLA-A23:01. The binding affinity (normalized) is 0. (2) The peptide sequence is DSFLRKIGDK. The MHC is HLA-A11:01 with pseudo-sequence HLA-A11:01. The binding affinity (normalized) is 0.135. (3) The peptide sequence is YIAVVPLVY. The MHC is HLA-B46:01 with pseudo-sequence HLA-B46:01. The binding affinity (normalized) is 0.538. (4) The peptide sequence is VVAIDYRHY. The MHC is HLA-A01:01 with pseudo-sequence HLA-A01:01. The binding affinity (normalized) is 0.